This data is from Catalyst prediction with 721,799 reactions and 888 catalyst types from USPTO. The task is: Predict which catalyst facilitates the given reaction. Reactant: ClC(Cl)(O[C:5](=[O:11])OC(Cl)(Cl)Cl)Cl.Cl.[CH:14]1([CH2:17][C:18]2[CH:23]=[C:22]([CH3:24])[C:21]([NH2:25])=[C:20]([CH3:26])[CH:19]=2)[CH2:16][CH2:15]1.CCN(C(C)C)C(C)C.CCCCCCC. Product: [CH:14]1([CH2:17][C:18]2[CH:23]=[C:22]([CH3:24])[C:21]([N:25]=[C:5]=[O:11])=[C:20]([CH3:26])[CH:19]=2)[CH2:15][CH2:16]1. The catalyst class is: 4.